Task: Regression. Given a peptide amino acid sequence and an MHC pseudo amino acid sequence, predict their binding affinity value. This is MHC class I binding data.. Dataset: Peptide-MHC class I binding affinity with 185,985 pairs from IEDB/IMGT (1) The peptide sequence is KQWRRDNR. The MHC is HLA-B27:05 with pseudo-sequence HLA-B27:05. The binding affinity (normalized) is 0.174. (2) The peptide sequence is MAAVRTTAL. The MHC is HLA-C04:01 with pseudo-sequence HLA-C04:01. The binding affinity (normalized) is 0.0847. (3) The peptide sequence is LTSVDIETAI. The MHC is HLA-A02:06 with pseudo-sequence HLA-A02:06. The binding affinity (normalized) is 0.256. (4) The peptide sequence is QWSPGPGRL. The MHC is HLA-B39:01 with pseudo-sequence HLA-B39:01. The binding affinity (normalized) is 0.0847.